From a dataset of Full USPTO retrosynthesis dataset with 1.9M reactions from patents (1976-2016). Predict the reactants needed to synthesize the given product. (1) Given the product [OH:1][C:2]1[CH:3]=[C:4]([CH:8]=[CH:9][C:10]=1[I:11])[C:5]([O:7][CH2:13][CH3:14])=[O:6], predict the reactants needed to synthesize it. The reactants are: [OH:1][C:2]1[CH:3]=[C:4]([CH:8]=[CH:9][C:10]=1[I:11])[C:5]([OH:7])=[O:6].Cl.[CH3:13][CH2:14]O. (2) Given the product [CH3:1][C:2]1[CH:3]=[C:4]([NH:8][C:9](=[O:29])[O:10][CH2:11][C@H:12]2[CH2:16][C@@H:15]([NH:17][S:18]([C:21]3[CH:26]=[C:25]([Br:27])[CH:24]=[CH:23][C:22]=3[Br:28])(=[O:20])=[O:19])[CH2:14][N:13]2[C:31]#[N:32])[CH:5]=[CH:6][CH:7]=1, predict the reactants needed to synthesize it. The reactants are: [CH3:1][C:2]1[CH:3]=[C:4]([NH:8][C:9](=[O:29])[O:10][CH2:11][C@H:12]2[CH2:16][C@@H:15]([NH:17][S:18]([C:21]3[CH:26]=[C:25]([Br:27])[CH:24]=[CH:23][C:22]=3[Br:28])(=[O:20])=[O:19])[CH2:14][NH:13]2)[CH:5]=[CH:6][CH:7]=1.C[CH2:31][N:32](C(C)C)C(C)C.BrC#N.C(O)C(N)(CO)CO. (3) Given the product [C:18]1([C:17]2[N:7]3[CH:6]=[C:5]([C:3]([N:7]4[CH2:8][CH2:9][CH2:14][CH2:5][CH2:6]4)=[O:4])[C:14]4[C:9]([C:8]3=[CH:15][N:16]=2)=[CH:10][CH:11]=[CH:12][CH:13]=4)[CH:23]=[CH:22][CH:21]=[CH:20][CH:19]=1, predict the reactants needed to synthesize it. The reactants are: CO[C:3]([C:5]1[C:14]2[C:9](=[CH:10][CH:11]=[CH:12][CH:13]=2)[C:8]([CH2:15][NH:16][C:17](=O)[C:18]2[CH:23]=[CH:22][CH:21]=[CH:20][CH:19]=2)=[N:7][CH:6]=1)=[O:4]. (4) Given the product [C:1]([O:4][C:5]1[CH:6]=[N:7][CH:8]=[C:9]([CH:13]=1)[C:10]([Cl:17])=[O:11])(=[O:3])[CH3:2], predict the reactants needed to synthesize it. The reactants are: [C:1]([O:4][C:5]1[CH:6]=[N:7][CH:8]=[C:9]([CH:13]=1)[C:10](O)=[O:11])(=[O:3])[CH3:2].C(Cl)(=O)C([Cl:17])=O.CN(C=O)C. (5) Given the product [C:1]([NH:9][C:10]1[N:18]=[CH:17][N:16]=[C:15]2[C:11]=1[N:12]=[CH:13][N:14]2[C@@H:19]1[O:23][C@H:22]([CH2:24][CH2:25][C:26]([O:28][CH3:29])=[O:27])[CH2:21][C@H:20]1[O:30][P:44]([O:45][CH2:46][CH2:47][C:48]#[N:49])[N:43]([CH:40]([CH3:41])[CH3:42])[CH:51]([CH3:52])[CH3:53])(=[O:8])[C:2]1[CH:7]=[CH:6][CH:5]=[CH:4][CH:3]=1, predict the reactants needed to synthesize it. The reactants are: [C:1]([NH:9][C:10]1[N:18]=[CH:17][N:16]=[C:15]2[C:11]=1[N:12]=[CH:13][N:14]2[C@@H:19]1[O:23][C@H:22]([CH2:24][CH2:25][C:26]([O:28][CH3:29])=[O:27])[CH2:21][C@H:20]1[OH:30])(=[O:8])[C:2]1[CH:7]=[CH:6][CH:5]=[CH:4][CH:3]=1.CCN(C(C)C)C(C)C.[CH:40]([N:43]([CH:51]([CH3:53])[CH3:52])[P:44](Cl)[O:45][CH2:46][CH2:47][C:48]#[N:49])([CH3:42])[CH3:41]. (6) Given the product [Cl:1][C:2]1[CH:3]=[CH:4][C:5]2[N:11]3[C:12]([C:15]([F:16])([F:17])[F:18])=[N:13][N:14]=[C:10]3[C@@H:9]([CH2:19][CH2:20][N:21]3[C:25]([CH2:26][C:27]([OH:29])=[O:28])=[CH:24][CH:23]=[N:22]3)[S:8][C@H:7]([C:31]3[CH:36]=[CH:35][CH:34]=[C:33]([O:37][CH3:38])[C:32]=3[O:39][CH3:40])[C:6]=2[CH:41]=1, predict the reactants needed to synthesize it. The reactants are: [Cl:1][C:2]1[CH:3]=[CH:4][C:5]2[N:11]3[C:12]([C:15]([F:18])([F:17])[F:16])=[N:13][N:14]=[C:10]3[C@@H:9]([CH2:19][CH2:20][N:21]3[C:25]([CH2:26][C:27]([O:29]C)=[O:28])=[CH:24][CH:23]=[N:22]3)[S:8][C@H:7]([C:31]3[CH:36]=[CH:35][CH:34]=[C:33]([O:37][CH3:38])[C:32]=3[O:39][CH3:40])[C:6]=2[CH:41]=1.O.[OH-].[Li+].